This data is from Peptide-MHC class I binding affinity with 185,985 pairs from IEDB/IMGT. The task is: Regression. Given a peptide amino acid sequence and an MHC pseudo amino acid sequence, predict their binding affinity value. This is MHC class I binding data. The peptide sequence is SWLSLDVSAA. The MHC is Patr-A0401 with pseudo-sequence Patr-A0401. The binding affinity (normalized) is 0.0573.